Dataset: Forward reaction prediction with 1.9M reactions from USPTO patents (1976-2016). Task: Predict the product of the given reaction. (1) Given the reactants C([O:3][C:4]([C:6]1([CH2:22][CH2:23]OC)[CH2:11][CH2:10][N:9]([S:12]([C:15]2[CH:20]=[CH:19][CH:18]=[CH:17][C:16]=2[Cl:21])(=[O:14])=[O:13])[CH2:8][CH2:7]1)=O)C.[Cl-].C[Al+]C.[CH3:30][O:31][C:32]1[CH:33]=[C:34]([CH2:38][CH2:39][NH2:40])[CH:35]=[CH:36][CH:37]=1, predict the reaction product. The product is: [Cl:21][C:16]1[CH:17]=[CH:18][CH:19]=[CH:20][C:15]=1[S:12]([N:9]1[CH2:8][CH2:7][C:6]2([C:4](=[O:3])[N:40]([CH2:39][CH2:38][C:34]3[CH:35]=[CH:36][CH:37]=[C:32]([O:31][CH3:30])[CH:33]=3)[CH2:23][CH2:22]2)[CH2:11][CH2:10]1)(=[O:14])=[O:13]. (2) Given the reactants N1C=CN=C1.[Si:6](Cl)([C:9]([CH3:12])([CH3:11])[CH3:10])([CH3:8])[CH3:7].[Br:14][CH2:15][CH2:16][CH2:17][CH2:18][CH2:19][CH2:20][OH:21], predict the reaction product. The product is: [Br:14][CH2:15][CH2:16][CH2:17][CH2:18][CH2:19][CH2:20][O:21][Si:6]([C:9]([CH3:12])([CH3:11])[CH3:10])([CH3:8])[CH3:7]. (3) Given the reactants [C:1]([O:5][C:6]([NH:8][C@@H:9]1[C@H:14]([NH:15][C:16]2[N:21]=[C:20](Cl)[C:19]3[C:23](=[O:33])[N:24]([C:26]([O:28][C:29]([CH3:32])([CH3:31])[CH3:30])=[O:27])[CH2:25][C:18]=3[C:17]=2[F:34])[CH2:13][CH2:12][O:11][CH2:10]1)=[O:7])([CH3:4])([CH3:3])[CH3:2].[F:35][CH:36]([F:55])[C:37]1[CH:41]=[C:40]([Sn](CCCC)(CCCC)CCCC)[S:39][N:38]=1.O, predict the reaction product. The product is: [C:1]([O:5][C:6]([NH:8][C@@H:9]1[C@H:14]([NH:15][C:16]2[N:21]=[C:20]([C:40]3[S:39][N:38]=[C:37]([CH:36]([F:55])[F:35])[CH:41]=3)[C:19]3[C:23](=[O:33])[N:24]([C:26]([O:28][C:29]([CH3:32])([CH3:31])[CH3:30])=[O:27])[CH2:25][C:18]=3[C:17]=2[F:34])[CH2:13][CH2:12][O:11][CH2:10]1)=[O:7])([CH3:4])([CH3:3])[CH3:2]. (4) Given the reactants [CH3:1][O:2][C:3]1[CH:12]=[C:11]2[C:6]([C:7]([NH:13][C:14]3[CH:19]=[CH:18][C:17]([O:20][C:21]4[CH:26]=[CH:25][CH:24]=[CH:23][CH:22]=4)=[CH:16][CH:15]=3)=[N:8][CH:9]=[N:10]2)=[CH:5][C:4]=1[N+:27]([O-])=O.[Cl-].[NH4+].O.CC(=O)OCC, predict the reaction product. The product is: [CH3:1][O:2][C:3]1[CH:12]=[C:11]2[C:6]([C:7]([NH:13][C:14]3[CH:15]=[CH:16][C:17]([O:20][C:21]4[CH:26]=[CH:25][CH:24]=[CH:23][CH:22]=4)=[CH:18][CH:19]=3)=[N:8][CH:9]=[N:10]2)=[CH:5][C:4]=1[NH2:27]. (5) Given the reactants [Cl:1][C:2]1[CH:3]=[C:4]([CH:8]=[CH:9][C:10]=1[C:11]([N:13]1[CH2:17][CH:16]=[CH:15][CH2:14]1)=[O:12])[C:5]([OH:7])=O.CN(C(ON1N=NC2C=CC=CC1=2)=[N+](C)C)C.[B-](F)(F)(F)F.C(N(C(C)C)CC)(C)C.[Cl:49][C:50]1[CH:64]=[CH:63][C:53]2[NH:54][C:55]([C@@H:57]([NH2:62])[C@H:58]([O:60][CH3:61])[CH3:59])=[N:56][C:52]=2[CH:51]=1.ClCl, predict the reaction product. The product is: [Cl:1][C:2]1[CH:3]=[C:4]([CH:8]=[CH:9][C:10]=1[C:11]([N:13]1[CH2:17][CH:16]=[CH:15][CH2:14]1)=[O:12])[C:5]([NH:62][C@H:57]([C:55]1[NH:54][C:53]2[CH:63]=[CH:64][C:50]([Cl:49])=[CH:51][C:52]=2[N:56]=1)[C@H:58]([O:60][CH3:61])[CH3:59])=[O:7]. (6) Given the reactants [CH3:1][C:2]1[N:3]=[C:4]([NH:7][C:8]2[CH:13]=[C:12]([CH2:14]O)[CH:11]=[CH:10][N:9]=2)[S:5][CH:6]=1.S(Cl)([Cl:18])=O, predict the reaction product. The product is: [Cl:18][CH2:14][C:12]1[CH:11]=[CH:10][N:9]=[C:8]([NH:7][C:4]2[S:5][CH:6]=[C:2]([CH3:1])[N:3]=2)[CH:13]=1. (7) Given the reactants [CH:1]([NH2:4])([CH3:3])[CH3:2].CCN([CH2:10][CH3:11])CC.[P:12](Cl)([C:19]1[CH:24]=[CH:23][CH:22]=[CH:21][CH:20]=1)[C:13]1[CH:18]=[CH:17][CH:16]=[CH:15][CH:14]=1, predict the reaction product. The product is: [P:12]([N:4]([P:12]([C:11]1[CH:10]=[CH:24][CH:19]=[CH:20][CH:21]=1)[C:13]1[CH:18]=[CH:17][CH:16]=[CH:15][CH:14]=1)[CH:1]([CH3:3])[CH3:2])([C:19]1[CH:24]=[CH:23][CH:22]=[CH:21][CH:20]=1)[C:13]1[CH:18]=[CH:17][CH:16]=[CH:15][CH:14]=1.